Dataset: Catalyst prediction with 721,799 reactions and 888 catalyst types from USPTO. Task: Predict which catalyst facilitates the given reaction. (1) Reactant: [C:9](O[C:9]([O:11][C:12]([CH3:15])([CH3:14])[CH3:13])=[O:10])([O:11][C:12]([CH3:15])([CH3:14])[CH3:13])=[O:10].[CH2:16]1[C@@H:19]([C:20]([OH:22])=[O:21])[NH:18][CH2:17]1.C(=O)([O-])[O-].[Na+].[Na+]. Product: [N:18]1([C:9]([O:11][C:12]([CH3:13])([CH3:14])[CH3:15])=[O:10])[CH2:17][CH2:16][C@H:19]1[C:20]([OH:22])=[O:21]. The catalyst class is: 90. (2) Reactant: [CH3:1][C:2]1([C:18]([O:20][CH2:21][CH3:22])=[O:19])[CH2:7][CH2:6][CH2:5][N:4](C(OCC2C=CC=CC=2)=O)[CH2:3]1. Product: [CH3:1][C:2]1([C:18]([O:20][CH2:21][CH3:22])=[O:19])[CH2:7][CH2:6][CH2:5][NH:4][CH2:3]1. The catalyst class is: 407. (3) Reactant: [C:1]([Cu])#[N:2].P(OC)(OC)O[CH3:6].C(OC([N:18]1[C:22]2=NC=C(C3C=CSC=3)C=[C:21]2[C:20]([CH2:32][Cl:33])=[CH:19]1)=O)(C)(C)C.O. Product: [Cl:33][C:32]1[CH:6]=[CH:1][N:2]=[C:19]2[C:20]=1[CH:21]=[CH:22][NH:18]2. The catalyst class is: 7. (4) Reactant: [CH3:1][CH2:2][C@@:3]1([OH:27])[C:8](=[O:9])[O:7][CH2:6][C:5]2[C:10]([N:12]3[C:24](=[CH:25][C:4]1=2)[C:23]1[N:22]=[C:21]2[C:16]([CH:17]=[C:18](O)[CH:19]=[CH:20]2)=[CH:15][C:14]=1[CH2:13]3)=[O:11].[C:28]1(=[O:34])[O:33][C:31](=[O:32])[CH2:30][CH2:29]1.N1C=CC=CC=1.CC[C@@]1(O)C(=O)[O:47]CC2C(N3C(=CC1=2)C1N=C2C(C=CC=C2)=CC=1C3)=O. Product: [CH3:1][CH2:2][C@@:3]1([OH:27])[C:8](=[O:9])[O:7][CH2:6][C:5]2[C:10]([N:12]3[C:24](=[CH:25][C:4]1=2)[C:23]1[N:22]=[C:21]2[C:16]([CH:17]=[CH:18][CH:19]=[CH:20]2)=[CH:15][C:14]=1[CH2:13]3)=[O:11].[C:28]([OH:33])(=[O:34])[CH2:29][CH2:30][C:31]([OH:47])=[O:32]. The catalyst class is: 4. (5) Reactant: Cl[C:2]1[CH:3]=[CH:4][C:5]2[C:14]3[C:9](=[CH:10][N:11]=[CH:12][CH:13]=3)[C:8](=[O:15])[N:7]([CH2:16][CH:17]3[CH2:19][CH2:18]3)[C:6]=2[CH:20]=1.C(=O)([O-])[O-].[Cs+].[Cs+].[C:27]([NH:34][C@H:35]([CH2:40][OH:41])[CH2:36][CH:37]([CH3:39])[CH3:38])([O:29][C:30]([CH3:33])([CH3:32])[CH3:31])=[O:28].C(P(C(C)(C)C)C1C=CC=CC=1C1C(C(C)C)=CC(C(C)C)=CC=1C(C)C)(C)(C)C. Product: [CH:17]1([CH2:16][N:7]2[C:6]3[CH:20]=[C:2]([O:41][CH2:40][C@@H:35]([NH:34][C:27](=[O:28])[O:29][C:30]([CH3:31])([CH3:33])[CH3:32])[CH2:36][CH:37]([CH3:39])[CH3:38])[CH:3]=[CH:4][C:5]=3[C:14]3[C:9](=[CH:10][N:11]=[CH:12][CH:13]=3)[C:8]2=[O:15])[CH2:19][CH2:18]1. The catalyst class is: 164. (6) Reactant: Br[C:2]1[CH:3]=[C:4]2[C:8](=[CH:9][CH:10]=1)[N:7](C1CCCCO1)[N:6]=[C:5]2[C:17]1[CH:22]=[CH:21][C:20]([F:23])=[CH:19][CH:18]=1.C([Li])CCC.CCCCCC.[C:35]1([CH2:41][CH:42]=[O:43])[CH:40]=[CH:39][CH:38]=[CH:37][CH:36]=1. The catalyst class is: 7. Product: [F:23][C:20]1[CH:19]=[CH:18][C:17]([C:5]2[C:4]3[C:8](=[CH:9][CH:10]=[C:2]([CH:42]([OH:43])[CH2:41][C:35]4[CH:40]=[CH:39][CH:38]=[CH:37][CH:36]=4)[CH:3]=3)[NH:7][N:6]=2)=[CH:22][CH:21]=1. (7) Reactant: [CH:1]1([CH2:4][OH:5])[CH2:3][CH2:2]1.C[Si]([N-][Si](C)(C)C)(C)C.[K+].[Br:16][C:17]1[CH:18]=[CH:19][C:20]([NH:27][C:28](=[O:31])[CH2:29]Br)=[C:21]([CH:26]=1)[C:22](OC)=[O:23].ClC1C2C(=CC=C(C(C3N(C)N=NC=3)=O)C=2)N=C(OC)C=1CN1CCN(CC(F)(F)F)CC1. Product: [Br:16][C:17]1[CH:26]=[C:21]2[C:20](=[CH:19][CH:18]=1)[NH:27][C:28](=[O:31])[C:29]([O:5][CH2:4][CH:1]1[CH2:3][CH2:2]1)=[C:22]2[OH:23]. The catalyst class is: 36. (8) Reactant: [C:1]1([C:15]([O:17]C)=[O:16])[C:10]2[C:5](=[CH:6][CH:7]=[CH:8][CH:9]=2)[C:4]([C:11]([O:13]C)=[O:12])=[CH:3][CH:2]=1.NC(N)=N. Product: [C:1]1([C:15]([OH:17])=[O:16])[C:10]2[C:5](=[CH:6][CH:7]=[CH:8][CH:9]=2)[C:4]([C:11]([OH:13])=[O:12])=[CH:3][CH:2]=1. The catalyst class is: 32. (9) Reactant: Cl[C:2]1[CH:3]=[CH:4][C:5]2[O:21][CH2:20][N:8]3[C:9]4[CH:10]=[CH:11][CH:12]=[C:13]([C:16]([O:18][CH3:19])=[O:17])[C:14]=4[CH:15]=[C:7]3[C:6]=2[N:22]=1.[F:23][C:24]1[CH:29]=[CH:28][C:27]([C:30]2[O:31][C:32]3[CH:42]=[C:41]([N:43]([CH3:48])[S:44]([CH3:47])(=[O:46])=[O:45])[C:40](B4OC(C)(C)C(C)(C)O4)=[CH:39][C:33]=3[C:34]=2[C:35]([NH:37][CH3:38])=[O:36])=[CH:26][CH:25]=1.CC(C1C=C(C(C)C)C(C2C=CC=CC=2P(C2CCCCC2)C2CCCCC2)=C(C(C)C)C=1)C.[O-]P([O-])([O-])=O.[K+].[K+].[K+]. Product: [F:23][C:24]1[CH:29]=[CH:28][C:27]([C:30]2[O:31][C:32]3[CH:42]=[C:41]([N:43]([CH3:48])[S:44]([CH3:47])(=[O:45])=[O:46])[C:40]([C:2]4[CH:3]=[CH:4][C:5]5[O:21][CH2:20][N:8]6[C:9]7[CH:10]=[CH:11][CH:12]=[C:13]([C:16]([O:18][CH3:19])=[O:17])[C:14]=7[CH:15]=[C:7]6[C:6]=5[N:22]=4)=[CH:39][C:33]=3[C:34]=2[C:35](=[O:36])[NH:37][CH3:38])=[CH:26][CH:25]=1. The catalyst class is: 62.